From a dataset of Forward reaction prediction with 1.9M reactions from USPTO patents (1976-2016). Predict the product of the given reaction. (1) The product is: [C:17]([NH:13][C:11]1[CH:12]=[C:7]([NH:6][C:4](=[O:5])[CH2:3][C:2]([CH3:16])([CH3:15])[CH3:1])[CH:8]=[C:9]([NH:14][C:17](=[O:21])[CH:18]([CH3:20])[CH3:19])[CH:10]=1)(=[O:21])[CH:18]([CH3:20])[CH3:19]. Given the reactants [CH3:1][C:2]([CH3:16])([CH3:15])[CH2:3][C:4]([NH:6][C:7]1[CH:12]=[C:11]([NH2:13])[CH:10]=[C:9]([NH2:14])[CH:8]=1)=[O:5].[C:17](O[C:17](=[O:21])[CH:18]([CH3:20])[CH3:19])(=[O:21])[CH:18]([CH3:20])[CH3:19], predict the reaction product. (2) Given the reactants C(OC(=O)[NH:7][C:8]1[CH:13]=[CH:12][N:11]=[C:10]([C:14]([F:17])([F:16])[CH3:15])[CH:9]=1)(C)(C)C.C(O)(C(F)(F)F)=O, predict the reaction product. The product is: [F:16][C:14]([C:10]1[CH:9]=[C:8]([NH2:7])[CH:13]=[CH:12][N:11]=1)([F:17])[CH3:15]. (3) Given the reactants C[O:2][C:3]1[CH:28]=[C:27]([C:29]2[S:30][C:31]3[CH2:37][CH2:36][CH2:35][CH2:34][C:32]=3[N:33]=2)[CH:26]=[CH:25][C:4]=1[O:5][CH2:6][CH2:7][CH2:8][O:9][C:10]1[CH:11]=[C:12]2[C:16](=[CH:17][CH:18]=1)[C@H:15]([CH2:19][C:20]([O:22][CH2:23][CH3:24])=[O:21])[CH2:14][CH2:13]2.[Al+3].[Cl-].[Cl-].[Cl-].C(S)C, predict the reaction product. The product is: [OH:2][C:3]1[CH:28]=[C:27]([C:29]2[S:30][C:31]3[CH2:37][CH2:36][CH2:35][CH2:34][C:32]=3[N:33]=2)[CH:26]=[CH:25][C:4]=1[O:5][CH2:6][CH2:7][CH2:8][O:9][C:10]1[CH:11]=[C:12]2[C:16](=[CH:17][CH:18]=1)[C@H:15]([CH2:19][C:20]([O:22][CH2:23][CH3:24])=[O:21])[CH2:14][CH2:13]2. (4) Given the reactants [S:1]1[CH:5]=[CH:4][N:3]=[C:2]1[CH:6]=O.[CH2:8]([NH2:10])[CH3:9], predict the reaction product. The product is: [CH2:8]([NH:10][CH2:6][C:2]1[S:1][CH:5]=[CH:4][N:3]=1)[CH3:9]. (5) Given the reactants [NH2:1][C:2]1[C:7]2=[CH:8][CH:9]=[C:10]([CH2:11][CH2:12]O)[N:6]2[N:5]=[CH:4][N:3]=1.O=S(Cl)Cl.C(N(CC)CC)C.[NH:25]1[CH2:30][CH2:29][O:28][CH2:27][CH2:26]1.[Na+].[I-], predict the reaction product. The product is: [N:25]1([CH2:12][CH2:11][C:10]2[N:6]3[C:7]([C:2]([NH2:1])=[N:3][CH:4]=[N:5]3)=[CH:8][CH:9]=2)[CH2:30][CH2:29][O:28][CH2:27][CH2:26]1. (6) Given the reactants [Cl:1][C:2]1[CH:11]=[C:10]2[C:5]([C:6](=[O:38])[N:7]([NH:31][C:32]3[CH:37]=[CH:36][CH:35]=[CH:34][CH:33]=3)[C:8]([C@H:12]([NH:16][CH2:17][CH2:18][CH2:19][N:20]3C(=O)C4C(=CC=CC=4)C3=O)[CH2:13][C:14]#[CH:15])=[N:9]2)=[CH:4][CH:3]=1.S(Cl)(Cl)(=O)=O.[CH3:44][C:45]1[CH:50]=[CH:49][C:48]([S:51](Cl)(=[O:53])=[O:52])=[CH:47][CH:46]=1, predict the reaction product. The product is: [NH2:20][CH2:19][CH2:18][CH2:17][N:16]([C@@H:12]([C:8]1[N:7]([NH:31][C:32]2[CH:37]=[CH:36][CH:35]=[CH:34][CH:33]=2)[C:6](=[O:38])[C:5]2[C:10](=[CH:11][C:2]([Cl:1])=[CH:3][CH:4]=2)[N:9]=1)[CH2:13][C:14]#[CH:15])[S:51]([C:48]1[CH:49]=[CH:50][C:45]([CH3:44])=[CH:46][CH:47]=1)(=[O:53])=[O:52].